This data is from Full USPTO retrosynthesis dataset with 1.9M reactions from patents (1976-2016). The task is: Predict the reactants needed to synthesize the given product. (1) Given the product [NH2:17][C:16]1[C:11]([NH:10][C:7]2[CH:8]=[CH:9][C:4]([O:3][CH2:1][CH3:2])=[CH:5][CH:6]=2)=[N:12][C:13]([NH:20][C:21]2[CH:22]=[N:23][N:24]([CH:26]3[CH2:31][CH2:30][CH:29]([NH:32][C:33](=[O:39])[O:34][C:35]([CH3:38])([CH3:37])[CH3:36])[CH2:28][CH2:27]3)[CH:25]=2)=[N:14][CH:15]=1, predict the reactants needed to synthesize it. The reactants are: [CH2:1]([O:3][C:4]1[CH:9]=[CH:8][C:7]([NH:10][C:11]2[C:16]([N+:17]([O-])=O)=[CH:15][N:14]=[C:13]([NH:20][C:21]3[CH:22]=[N:23][N:24]([CH:26]4[CH2:31][CH2:30][CH:29]([NH:32][C:33](=[O:39])[O:34][C:35]([CH3:38])([CH3:37])[CH3:36])[CH2:28][CH2:27]4)[CH:25]=3)[N:12]=2)=[CH:6][CH:5]=1)[CH3:2]. (2) Given the product [Cl:1][C:2]1[CH:3]=[C:4]([NH:10][C:11]2[N:16]=[C:15]([Cl:26])[CH:14]=[C:13]([C:18]3[CH:23]=[CH:22][CH:21]=[CH:20][CH:19]=3)[N:12]=2)[CH:5]=[CH:6][C:7]=1[O:8][CH3:9], predict the reactants needed to synthesize it. The reactants are: [Cl:1][C:2]1[CH:3]=[C:4]([NH:10][C:11]2[N:16]=[C:15](O)[CH:14]=[C:13]([C:18]3[CH:23]=[CH:22][CH:21]=[CH:20][CH:19]=3)[N:12]=2)[CH:5]=[CH:6][C:7]=1[O:8][CH3:9].O=P(Cl)(Cl)[Cl:26]. (3) Given the product [O:11]=[CH:10][CH2:9][C@H:8]([NH:7][C:5]([CH:1]1[CH2:4][CH2:3][CH2:2]1)=[O:6])[C:14]1[CH:15]=[CH:16][CH:17]=[CH:18][CH:19]=1, predict the reactants needed to synthesize it. The reactants are: [CH:1]1([C:5]([NH:7][C@H:8]([C:14]2[CH:19]=[CH:18][CH:17]=[C:16](F)[CH:15]=2)[CH2:9][C:10](OC)=[O:11])=[O:6])[CH2:4][CH2:3][CH2:2]1.[H-].C([Al+]CC(C)C)C(C)C.CO.Cl. (4) Given the product [Cl:1][C:2]1[CH:7]=[C:6]([N+:8]([O-:10])=[O:9])[CH:5]=[CH:4][C:3]=1[C:22]#[C:21][C:20]([CH3:24])([CH3:23])[CH3:19], predict the reactants needed to synthesize it. The reactants are: [Cl:1][C:2]1[CH:7]=[C:6]([N+:8]([O-:10])=[O:9])[CH:5]=[CH:4][C:3]=1I.C(NC(C)C)(C)C.[CH3:19][C:20]([CH3:24])([CH3:23])[C:21]#[CH:22]. (5) Given the product [OH:8][CH:9]([C:11]1[O:12][C:13]([CH2:16][N:17]2[N:21]=[C:20]([NH:22][C:23]([C:25]3[N:26]=[C:27]([CH3:37])[O:28][C:29]=3[C:30]3[CH:35]=[CH:34][CH:33]=[C:32]([F:36])[CH:31]=3)=[O:24])[CH:19]=[N:18]2)=[CH:14][N:15]=1)[CH3:10], predict the reactants needed to synthesize it. The reactants are: N#N.C([Si](C)(C)[O:8][CH:9]([C:11]1[O:12][C:13]([CH2:16][N:17]2[N:21]=[C:20]([NH:22][C:23]([C:25]3[N:26]=[C:27]([CH3:37])[O:28][C:29]=3[C:30]3[CH:35]=[CH:34][CH:33]=[C:32]([F:36])[CH:31]=3)=[O:24])[CH:19]=[N:18]2)=[CH:14][N:15]=1)[CH3:10])(C)(C)C.CCCC[N+](CCCC)(CCCC)CCCC.[F-]. (6) Given the product [C:12]([OH:16])(=[O:19])[CH3:13].[C:12]([OH:16])(=[O:19])[CH3:13].[CH:3]1[C:4]2[C:5](=[O:17])[C:6]3[C:11](=[CH:10][CH:9]=[CH:8][CH:7]=3)[C:12](=[O:16])[C:13]=2[CH:14]=[CH:15][C:2]=1[CH:1]=[O:19], predict the reactants needed to synthesize it. The reactants are: [CH3:1][C:2]1[CH:15]=[CH:14][C:13]2[C:12](=[O:16])[C:11]3[C:6](=[CH:7][CH:8]=[CH:9][CH:10]=3)[C:5](=[O:17])[C:4]=2[CH:3]=1.S(=O)(=O)(O)[OH:19]. (7) Given the product [Cl:1][CH2:2][C:3]1[O:4][C:11]2[CH:10]=[C:9]([C:12]3[C:20]4[C:15](=[CH:16][C:17]([F:21])=[CH:18][CH:19]=4)[N:14]([S:22]([C:25]4[CH:30]=[CH:29][CH:28]=[CH:27][CH:26]=4)(=[O:24])=[O:23])[CH:13]=3)[CH:8]=[CH:7][C:6]=2[N:5]=1, predict the reactants needed to synthesize it. The reactants are: [Cl:1][CH2:2][C:3]([NH:5][C:6]1[CH:11]=[CH:10][C:9]([C:12]2[C:20]3[C:15](=[CH:16][C:17]([F:21])=[CH:18][CH:19]=3)[N:14]([S:22]([C:25]3[CH:30]=[CH:29][CH:28]=[CH:27][CH:26]=3)(=[O:24])=[O:23])[CH:13]=2)=[CH:8][C:7]=1O)=[O:4].CC1C=CC(S([O-])(=O)=O)=CC=1.C1C=C[NH+]=CC=1. (8) Given the product [C:40]([O:39][C:38](=[O:44])[NH:37][CH2:36][CH2:35][CH2:34][N:25]1[C:26]([C:27]2[CH:28]=[CH:29][C:30]([F:33])=[CH:31][CH:32]=2)=[C:22]([C:9]2[CH:10]=[CH:11][C:12]3[O:17][CH2:16][C:15](=[O:18])[NH:14][C:13]=3[CH:19]=2)[C:23]([CH3:45])=[N:24]1)([CH3:42])([CH3:43])[CH3:41], predict the reactants needed to synthesize it. The reactants are: CC1(C)C(C)(C)OB([C:9]2[CH:10]=[CH:11][C:12]3[O:17][CH2:16][C:15](=[O:18])[NH:14][C:13]=3[CH:19]=2)O1.Br[C:22]1[C:23]([CH3:45])=[N:24][N:25]([CH2:34][CH2:35][CH2:36][NH:37][C:38](=[O:44])[O:39][C:40]([CH3:43])([CH3:42])[CH3:41])[C:26]=1[C:27]1[CH:32]=[CH:31][C:30]([F:33])=[CH:29][CH:28]=1.CC(C1C=C(C(C)C)C(C2C=CC=CC=2P(C2CCCCC2)C2CCCCC2)=C(C(C)C)C=1)C.C(=O)([O-])[O-].[Cs+].[Cs+]. (9) Given the product [CH3:22][N:23]([CH3:24])[C:2]1[C:11]2[C:6](=[C:7]([NH:12][S:13]([C:16]3[CH:21]=[CH:20][CH:19]=[CH:18][CH:17]=3)(=[O:15])=[O:14])[CH:8]=[CH:9][CH:10]=2)[N:5]=[CH:4][CH:3]=1, predict the reactants needed to synthesize it. The reactants are: Cl[C:2]1[C:11]2[C:6](=[C:7]([NH:12][S:13]([C:16]3[CH:21]=[CH:20][CH:19]=[CH:18][CH:17]=3)(=[O:15])=[O:14])[CH:8]=[CH:9][CH:10]=2)[N:5]=[CH:4][CH:3]=1.[CH3:22][NH:23][CH3:24]. (10) Given the product [CH3:44][C:34]1[CH:39]=[CH:38][C:37]([S:40]([O:23][C:13]2[CH2:12][CH:11]([C:9](=[O:10])[NH:8][C:5]3[CH:6]=[CH:7][C:2]([Cl:1])=[CH:3][C:4]=3[C:24](=[O:31])[NH:25][CH:26]([CH:28]3[CH2:29][CH2:30]3)[CH3:27])[N:15]([C:16]3[C:21]([Cl:22])=[CH:20][CH:19]=[CH:18][N:17]=3)[N:14]=2)(=[O:42])=[O:41])=[CH:36][CH:35]=1, predict the reactants needed to synthesize it. The reactants are: [Cl:1][C:2]1[CH:7]=[CH:6][C:5]([NH:8][C:9]([CH:11]2[N:15]([C:16]3[C:21]([Cl:22])=[CH:20][CH:19]=[CH:18][N:17]=3)[N:14]=[C:13]([OH:23])[CH2:12]2)=[O:10])=[C:4]([C:24](=[O:31])[NH:25][CH:26]([CH:28]2[CH2:30][CH2:29]2)[CH3:27])[CH:3]=1.[H-].[Na+].[C:34]1([CH3:44])[CH:39]=[CH:38][C:37]([S:40](Cl)(=[O:42])=[O:41])=[CH:36][CH:35]=1.Cl.